Dataset: Catalyst prediction with 721,799 reactions and 888 catalyst types from USPTO. Task: Predict which catalyst facilitates the given reaction. (1) Reactant: [NH2:1][C:2]1[CH:7]=[CH:6][N:5]=[C:4]([S:8][C:9]2[C:10]([O:35][CH3:36])=[N:11][C:12]([N:17]3[CH2:22][CH2:21][N:20]([CH2:23][CH2:24][CH2:25][CH2:26][NH:27][C:28](=[O:34])[O:29][C:30]([CH3:33])([CH3:32])[CH3:31])[CH2:19][CH2:18]3)=[N:13][C:14]=2[O:15][CH3:16])[N:3]=1.CCN(CC)CC.[C:44](Cl)(=[O:47])[CH:45]=[CH2:46]. Product: [C:44]([NH:1][C:2]1[CH:7]=[CH:6][N:5]=[C:4]([S:8][C:9]2[C:10]([O:35][CH3:36])=[N:11][C:12]([N:17]3[CH2:18][CH2:19][N:20]([CH2:23][CH2:24][CH2:25][CH2:26][NH:27][C:28](=[O:34])[O:29][C:30]([CH3:32])([CH3:31])[CH3:33])[CH2:21][CH2:22]3)=[N:13][C:14]=2[O:15][CH3:16])[N:3]=1)(=[O:47])[CH:45]=[CH2:46]. The catalyst class is: 2. (2) Reactant: [Br:1][C:2]1[CH:3]=[C:4]([CH2:8][CH:9]([NH:11][CH:12]=O)[CH3:10])[CH:5]=[CH:6][CH:7]=1.C(Cl)(=O)C(Cl)=O. Product: [Br:1][C:2]1[CH:3]=[C:4]2[C:5](=[CH:6][CH:7]=1)[CH:12]=[N:11][CH:9]([CH3:10])[CH2:8]2.[Br:1][C:2]1[CH:7]=[CH:6][CH:5]=[C:4]2[C:3]=1[CH:12]=[N:11][CH:9]([CH3:10])[CH2:8]2. The catalyst class is: 2. (3) Reactant: [C:1]([C:5]1[CH:9]=[C:8]([C:10]([O:12]CC)=[O:11])[N:7]([C:15]2[CH:16]=[C:17]3[C:22](=[CH:23][CH:24]=2)[CH2:21][N:20]([C:25]([O:27][CH2:28][C:29]2[CH:34]=[CH:33][CH:32]=[CH:31][CH:30]=2)=[O:26])[CH2:19][CH2:18]3)[N:6]=1)([CH3:4])([CH3:3])[CH3:2].O[Li].O.Cl. Product: [CH2:28]([O:27][C:25]([N:20]1[CH2:19][CH2:18][C:17]2[C:22](=[CH:23][CH:24]=[C:15]([N:7]3[C:8]([C:10]([OH:12])=[O:11])=[CH:9][C:5]([C:1]([CH3:4])([CH3:3])[CH3:2])=[N:6]3)[CH:16]=2)[CH2:21]1)=[O:26])[C:29]1[CH:30]=[CH:31][CH:32]=[CH:33][CH:34]=1. The catalyst class is: 636.